Dataset: Ames mutagenicity test results for genotoxicity prediction. Task: Regression/Classification. Given a drug SMILES string, predict its toxicity properties. Task type varies by dataset: regression for continuous values (e.g., LD50, hERG inhibition percentage) or binary classification for toxic/non-toxic outcomes (e.g., AMES mutagenicity, cardiotoxicity, hepatotoxicity). Dataset: ames. (1) The compound is CN1CC=C(c2ccccc2)CC1. The result is 0 (non-mutagenic). (2) The drug is COc1cccc(C=O)c1O. The result is 0 (non-mutagenic). (3) The molecule is Cc1c(C(=O)O)c(O)cc2c1C(=O)c1c(O)c(C3OC(CO)C(O)C(O)C3O)c(O)c(O)c1C2=O. The result is 1 (mutagenic). (4) The compound is CCCO. The result is 0 (non-mutagenic). (5) The compound is CCCCON(OC(C)=O)C(=O)c1ccc([N+](=O)[O-])cc1. The result is 1 (mutagenic). (6) The compound is CCN(CCC#N)c1ccc(N=Nc2c(Cl)cc([N+](=O)[O-])cc2Cl)cc1. The result is 1 (mutagenic). (7) The compound is NC(CCC(=O)N(CC(=O)O)C(=O)C(N)CSN=O)C(=O)O. The result is 1 (mutagenic). (8) The result is 0 (non-mutagenic). The compound is Oc1ccccc1. (9) The drug is CC(=O)Nc1cccc2c1-c1ccccc1C2. The result is 1 (mutagenic).